This data is from Forward reaction prediction with 1.9M reactions from USPTO patents (1976-2016). The task is: Predict the product of the given reaction. (1) Given the reactants [CH:1]1([CH:4]=[CH:5][C:6]2[S:10][C:9]([CH2:11]O)=[CH:8][CH:7]=2)[CH2:3][CH2:2]1.C1(P(C2C=CC=CC=2)C2C=CC=CC=2)C=CC=CC=1.[C:32]1(=[O:42])[NH:36][C:35](=[O:37])[C:34]2=[CH:38][CH:39]=[CH:40][CH:41]=[C:33]12.COC(N=NC(OC)=O)=O, predict the reaction product. The product is: [CH:1]1([CH:4]=[CH:5][C:6]2[S:10][C:9]([CH2:11][N:36]3[C:32](=[O:42])[C:33]4[C:34](=[CH:38][CH:39]=[CH:40][CH:41]=4)[C:35]3=[O:37])=[CH:8][CH:7]=2)[CH2:2][CH2:3]1. (2) Given the reactants [Na].Cl.[N:3]1[CH:8]=[CH:7][C:6]([CH2:9][C:10]#[N:11])=[CH:5][CH:4]=1.[F:12][C:13]1[CH:14]=[C:15]([CH:18]=[CH:19][CH:20]=1)[CH:16]=O, predict the reaction product. The product is: [F:12][C:13]1[CH:14]=[C:15](/[CH:16]=[C:9](\[C:6]2[CH:7]=[CH:8][N:3]=[CH:4][CH:5]=2)/[C:10]#[N:11])[CH:18]=[CH:19][CH:20]=1.